This data is from Full USPTO retrosynthesis dataset with 1.9M reactions from patents (1976-2016). The task is: Predict the reactants needed to synthesize the given product. (1) Given the product [F:1][C@@H:2]1[CH2:6][CH2:5][N:4]([CH:7]2[CH2:12][CH2:11][N:10]([C:13]3[CH:18]=[CH:17][C:16]([NH2:19])=[C:15]([O:22][CH3:23])[CH:14]=3)[CH2:9][CH2:8]2)[CH2:3]1, predict the reactants needed to synthesize it. The reactants are: [F:1][C@@H:2]1[CH2:6][CH2:5][N:4]([CH:7]2[CH2:12][CH2:11][N:10]([C:13]3[CH:18]=[CH:17][C:16]([N+:19]([O-])=O)=[C:15]([O:22][CH3:23])[CH:14]=3)[CH2:9][CH2:8]2)[CH2:3]1.FC1(F)CCCN(C2CCN(C3C=CC(N)=C(OC)C=3)CC2)C1. (2) The reactants are: [OH:1][C:2]1[CH:9]=[CH:8][C:5]([CH:6]=[O:7])=[CH:4][CH:3]=1.[CH3:10][O:11][CH2:12]Cl.C(N(C(C)C)CC)(C)C.O. Given the product [CH3:10][O:11][CH2:12][O:1][C:2]1[CH:9]=[CH:8][C:5]([CH:6]=[O:7])=[CH:4][CH:3]=1, predict the reactants needed to synthesize it. (3) Given the product [NH2:26][C:24]1[N:23]=[CH:22][N:21]=[C:20]2[N:19]([C@H:27]3[CH2:32][CH2:31][C@H:30]([N:33]4[CH2:34][CH2:35][N:36]([CH3:39])[CH2:37][CH2:38]4)[CH2:29][CH2:28]3)[N:18]=[C:17]([C:14]3[CH:15]=[CH:16][C:11]([N:10]=[CH:1][C:2]4[CH:8]=[CH:7][CH:6]=[CH:5][C:3]=4[OH:4])=[C:12]([O:40][CH3:41])[CH:13]=3)[C:25]=12, predict the reactants needed to synthesize it. The reactants are: [CH:1](=O)[C:2]1[C:3](=[CH:5][CH:6]=[CH:7][CH:8]=1)[OH:4].[NH2:10][C:11]1[CH:16]=[CH:15][C:14]([C:17]2[C:25]3[C:20](=[N:21][CH:22]=[N:23][C:24]=3[NH2:26])[N:19]([C@H:27]3[CH2:32][CH2:31][C@H:30]([N:33]4[CH2:38][CH2:37][N:36]([CH3:39])[CH2:35][CH2:34]4)[CH2:29][CH2:28]3)[N:18]=2)=[CH:13][C:12]=1[O:40][CH3:41]. (4) The reactants are: C(=O)([O-])[O-].[Cs+].[Cs+].Br[C:8]1[CH:9]=[C:10]2[CH:16]=[C:15]([C:17]3[CH:22]=[CH:21][C:20]([F:23])=[CH:19][CH:18]=3)[O:14][C:11]2=[N:12][CH:13]=1.B([C:27]1[CH:28]=[C:29]([CH:33]=[CH:34][C:35]=1[Cl:36])[C:30]([OH:32])=[O:31])(O)O. Given the product [Cl:36][C:35]1[CH:34]=[CH:33][C:29]([C:30]([OH:32])=[O:31])=[CH:28][C:27]=1[C:8]1[CH:9]=[C:10]2[CH:16]=[C:15]([C:17]3[CH:22]=[CH:21][C:20]([F:23])=[CH:19][CH:18]=3)[O:14][C:11]2=[N:12][CH:13]=1, predict the reactants needed to synthesize it. (5) Given the product [C:20]([O:19][C:17]([N:11]1[CH2:16][CH2:15][N:14]([C:2]2[CH:7]=[N:6][C:5]([N+:8]([O-:10])=[O:9])=[CH:4][CH:3]=2)[CH2:13][CH2:12]1)=[O:18])([CH3:23])([CH3:21])[CH3:22], predict the reactants needed to synthesize it. The reactants are: Br[C:2]1[CH:3]=[CH:4][C:5]([N+:8]([O-:10])=[O:9])=[N:6][CH:7]=1.[N:11]1([C:17]([O:19][C:20]([CH3:23])([CH3:22])[CH3:21])=[O:18])[CH2:16][CH2:15][NH:14][CH2:13][CH2:12]1. (6) Given the product [C:1]([O:5][C:6](=[O:7])[NH:8][C@@H:9]1[CH2:11][C@H:10]1[C:12]1[CH:13]=[C:14]([C:18](=[O:20])[NH:27][C:25]2[S:26][C:22]([CH3:21])=[N:23][N:24]=2)[S:15][C:16]=1[CH3:17])([CH3:2])([CH3:3])[CH3:4], predict the reactants needed to synthesize it. The reactants are: [C:1]([O:5][C:6]([NH:8][C@@H:9]1[CH2:11][C@H:10]1[C:12]1[CH:13]=[C:14]([C:18]([OH:20])=O)[S:15][C:16]=1[CH3:17])=[O:7])([CH3:4])([CH3:3])[CH3:2].[CH3:21][C:22]1[S:26][C:25]([NH2:27])=[N:24][N:23]=1.C(N(CC)CC)C.F[P-](F)(F)(F)(F)F.N1(OC(N(C)C)=[N+](C)C)C2N=CC=CC=2N=N1. (7) Given the product [Br:1][C:2]1[CH:10]=[C:9]([CH:8]=[C:4]([CH2:5][OH:6])[CH:3]=1)[C:11]([O:13][CH3:14])=[O:12], predict the reactants needed to synthesize it. The reactants are: [Br:1][C:2]1[CH:3]=[C:4]([CH:8]=[C:9]([C:11]([O:13][CH3:14])=[O:12])[CH:10]=1)[C:5](O)=[O:6].CSC.B. (8) Given the product [CH2:25]([N:27]1[CH:31]=[C:30]([CH2:21][CH2:22][NH:18][C:16]([NH:15][C:13]2[S:14][C:10]([C:8]3[CH:7]=[C:6]([CH3:24])[N:5]=[C:4]([S:2]([CH3:1])=[O:3])[N:9]=3)=[C:11]([CH3:23])[N:12]=2)=[O:17])[N:29]=[CH:28]1)[CH3:26], predict the reactants needed to synthesize it. The reactants are: [CH3:1][S:2]([C:4]1[N:9]=[C:8]([C:10]2[S:14][C:13]([NH:15][C:16]([N:18]3[CH:22]=[CH:21]N=C3)=[O:17])=[N:12][C:11]=2[CH3:23])[CH:7]=[C:6]([CH3:24])[N:5]=1)=[O:3].[CH2:25]([N:27]1[CH:31]=[C:30](CCN)[N:29]=[CH:28]1)[CH3:26]. (9) Given the product [CH3:26][N:25]1[CH2:30][CH2:29][O:67][CH2:68][CH2:27]1.[CH:34]([NH:8][CH:12]([CH3:11])[CH3:13])([CH3:39])[CH3:35], predict the reactants needed to synthesize it. The reactants are: F[P-](F)(F)(F)(F)F.[N:8]1(O[P+]([N:25]([CH3:27])[CH3:26])(N(C)C)N(C)C)[C:12]2[CH:13]=CC=C[C:11]=2N=N1.C[CH2:29][CH2:30]P(=O)=O.[CH:34]1(N=C=NC2CCCCC2)[CH2:39]CCC[CH2:35]1.C[NH3+].F[P-](F)(F)(F)(F)F.N1([O:67][C:68](N(C)C)=[N+](C)C)C2N=CC=CC=2N=N1.F[P-](F)(F)(F)(F)F.